This data is from Peptide-MHC class I binding affinity with 185,985 pairs from IEDB/IMGT. The task is: Regression. Given a peptide amino acid sequence and an MHC pseudo amino acid sequence, predict their binding affinity value. This is MHC class I binding data. (1) The peptide sequence is YISDYKMLT. The binding affinity (normalized) is 0.318. The MHC is HLA-A02:06 with pseudo-sequence HLA-A02:06. (2) The peptide sequence is QVGGNRELYI. The MHC is H-2-Kb with pseudo-sequence H-2-Kb. The binding affinity (normalized) is 0. (3) The peptide sequence is LTVCYVLTGR. The MHC is HLA-A68:01 with pseudo-sequence HLA-A68:01. The binding affinity (normalized) is 0.828. (4) The peptide sequence is KYCWNLLQY. The MHC is HLA-A33:01 with pseudo-sequence HLA-A33:01. The binding affinity (normalized) is 0. (5) The peptide sequence is MKWMMAMKY. The MHC is HLA-A03:01 with pseudo-sequence HLA-A03:01. The binding affinity (normalized) is 0.0847.